From a dataset of Catalyst prediction with 721,799 reactions and 888 catalyst types from USPTO. Predict which catalyst facilitates the given reaction. (1) Reactant: [CH2:1]([O:3][C:4]([CH:6]([O:8][C:9](=[O:31])[C@H:10]([C:24]1[CH:25]=[C:26]([CH3:30])[CH:27]=[CH:28][CH:29]=1)[CH2:11][C:12]#[C:13][C:14]([C:16]1[CH:21]=[CH:20][C:19]([Cl:22])=[C:18]([Cl:23])[CH:17]=1)=O)[CH3:7])=[O:5])[CH3:2].C([O-])([O-])=O.[Cs+].[Cs+].Cl.[CH3:39][O:40][C:41]1[CH:46]=[CH:45][C:44]([NH:47][NH2:48])=[CH:43][CH:42]=1. Product: [CH2:1]([O:3][C:4]([CH:6]([O:8][C:9](=[O:31])[C@H:10]([C:24]1[CH:25]=[C:26]([CH3:30])[CH:27]=[CH:28][CH:29]=1)[CH2:11][C:12]1[CH:13]=[C:14]([C:16]2[CH:21]=[CH:20][C:19]([Cl:22])=[C:18]([Cl:23])[CH:17]=2)[N:47]([C:44]2[CH:45]=[CH:46][C:41]([O:40][CH3:39])=[CH:42][CH:43]=2)[N:48]=1)[CH3:7])=[O:5])[CH3:2]. The catalyst class is: 1. (2) Reactant: [Cl:1][C:2]1[C:3]2[N:4]([C:8]([C@@H:11]3[CH2:16][N:15]4[C:17](=[O:20])[O:18][CH2:19][C@H:14]4[CH2:13][CH2:12]3)=[N:9][CH:10]=2)[CH:5]=[CH:6][N:7]=1.[Br:21]N1C(=O)CCC1=O. Product: [Br:21][C:10]1[N:9]=[C:8]([C@@H:11]2[CH2:16][N:15]3[C:17](=[O:20])[O:18][CH2:19][C@H:14]3[CH2:13][CH2:12]2)[N:4]2[CH:5]=[CH:6][N:7]=[C:2]([Cl:1])[C:3]=12. The catalyst class is: 3. (3) Reactant: C[O:2][C:3](=O)[C:4]1[CH:9]=[CH:8][CH:7]=[C:6]([N:10]([CH3:12])[CH3:11])[C:5]=1[Cl:13].[H-].[Al+3].[Li+].[H-].[H-].[H-]. Product: [Cl:13][C:5]1[C:6]([N:10]([CH3:11])[CH3:12])=[CH:7][CH:8]=[CH:9][C:4]=1[CH2:3][OH:2]. The catalyst class is: 7. (4) Reactant: [C:1]1([C@H:7]([O:9][C:10](=[O:24])[NH:11][C:12]2[CH:16]=[CH:15][O:14][C:13]=2[C:17]2[CH:22]=[CH:21][C:20](Br)=[CH:19][CH:18]=2)[CH3:8])[CH:6]=[CH:5][CH:4]=[CH:3][CH:2]=1.[C:25]1([C:31]2([C:34]([O:36][CH3:37])=[O:35])[CH2:33][CH2:32]2)[CH:30]=[CH:29][CH:28]=[CH:27][CH:26]=1.C([O-])([O-])=O.[K+].[K+].COCCOC. Product: [C:1]1([C@H:7]([O:9][C:10]([NH:11][C:12]2[CH:16]=[CH:15][O:14][C:13]=2[C:17]2[CH:22]=[CH:21][C:20]([C:28]3[CH:29]=[CH:30][C:25]([C:31]4([C:34]([O:36][CH3:37])=[O:35])[CH2:33][CH2:32]4)=[CH:26][CH:27]=3)=[CH:19][CH:18]=2)=[O:24])[CH3:8])[CH:6]=[CH:5][CH:4]=[CH:3][CH:2]=1. The catalyst class is: 103.